This data is from NCI-60 drug combinations with 297,098 pairs across 59 cell lines. The task is: Regression. Given two drug SMILES strings and cell line genomic features, predict the synergy score measuring deviation from expected non-interaction effect. (1) Drug 1: C1CN(CCN1C(=O)CCBr)C(=O)CCBr. Drug 2: C1CNP(=O)(OC1)N(CCCl)CCCl. Cell line: M14. Synergy scores: CSS=23.9, Synergy_ZIP=-6.67, Synergy_Bliss=0.572, Synergy_Loewe=-10.1, Synergy_HSA=0.716. (2) Drug 1: CC(CN1CC(=O)NC(=O)C1)N2CC(=O)NC(=O)C2. Drug 2: C1=NC2=C(N=C(N=C2N1C3C(C(C(O3)CO)O)O)F)N. Cell line: ACHN. Synergy scores: CSS=41.0, Synergy_ZIP=-7.35, Synergy_Bliss=4.35, Synergy_Loewe=5.25, Synergy_HSA=6.07.